The task is: Predict the reaction yield, written as a fraction of the theoretical maximum amount of product (1.0 means a 100% yield; for example, 0.34 means a 34% yield).. This data is from Reaction yield outcomes from USPTO patents with 853,638 reactions. (1) The reactants are [C:1]1([CH2:7][CH2:8][NH2:9])[CH:6]=[CH:5][CH:4]=[CH:3][CH:2]=1.ClC1C(N[S:22]([C:25]2[CH:34]=[CH:33][C:28]([C:29]([O:31][CH3:32])=[O:30])=[CH:27][CH:26]=2)(=[O:24])=[O:23])=NC=C(C(F)(F)F)C=1.CCN(CC)CC.Cl. The catalyst is C(Cl)Cl. The product is [CH2:8]([NH:9][S:22]([C:25]1[CH:26]=[CH:27][C:28]([C:29]([O:31][CH3:32])=[O:30])=[CH:33][CH:34]=1)(=[O:24])=[O:23])[CH2:7][C:1]1[CH:6]=[CH:5][CH:4]=[CH:3][CH:2]=1. The yield is 0.570. (2) The reactants are I[C:2]1[CH:7]=[CH:6][N:5]=[C:4]([NH2:8])[CH:3]=1.[NH:9]1[CH:13]=[CH:12][CH:11]=[N:10]1.[ClH:14].O1CCOCC1. The catalyst is C(O)C.C(OCC)C. The product is [ClH:14].[N:9]1([C:2]2[CH:7]=[CH:6][N:5]=[C:4]([NH2:8])[CH:3]=2)[CH:13]=[CH:12][CH:11]=[N:10]1. The yield is 0.900. (3) The reactants are [NH:1]1[CH2:6][CH2:5][CH:4]([NH:7][C:8](=[O:14])[O:9][C:10]([CH3:13])([CH3:12])[CH3:11])[CH2:3][CH2:2]1.CN(C1CCNCC1)C.CCN=C=NCCCN(C)C.[CH3:35][CH:36]([CH2:40][CH3:41])[C:37](O)=[O:38]. The catalyst is C(Cl)Cl. The product is [CH3:35][CH:36]([CH2:40][CH3:41])[C:37]([N:1]1[CH2:2][CH2:3][CH:4]([NH:7][C:8](=[O:14])[O:9][C:10]([CH3:11])([CH3:13])[CH3:12])[CH2:5][CH2:6]1)=[O:38]. The yield is 0.915. (4) The reactants are [H-].[Na+].[CH3:3]N(C)C=O.[OH:8][CH2:9][CH:10]1[CH2:15][CH2:14][CH2:13][N:12]([C:16]([O:18][C:19]([CH3:22])([CH3:21])[CH3:20])=[O:17])[CH2:11]1.CI. The catalyst is O1CCCC1.O. The product is [CH3:3][O:8][CH2:9][CH:10]1[CH2:15][CH2:14][CH2:13][N:12]([C:16]([O:18][C:19]([CH3:22])([CH3:21])[CH3:20])=[O:17])[CH2:11]1. The yield is 0.900. (5) The reactants are [CH3:1][P:2](=[O:7])([O:5][CH3:6])[O:3][CH3:4].[Li]CCCC.[C:13]1([CH2:19][C:20](OC)=[O:21])[CH:18]=[CH:17][CH:16]=[CH:15][CH:14]=1. The catalyst is C1COCC1. The product is [O:21]=[C:20]([CH2:19][C:13]1[CH:18]=[CH:17][CH:16]=[CH:15][CH:14]=1)[CH2:1][P:2](=[O:7])([O:5][CH3:6])[O:3][CH3:4]. The yield is 0.620. (6) The reactants are C(OC([N:11]1[C:19]2[C:14](=[CH:15][CH:16]=[C:17]([C:20]([OH:22])=O)[CH:18]=2)[CH:13]=[CH:12]1)=O)C1C=CC=CC=1.[N:23]1[CH:28]=[CH:27][C:26]([N:29]2[CH2:34][CH2:33][CH:32]([CH2:35][O:36][C:37]([NH:39][C:40]3[C:41]([NH2:46])=[CH:42][CH:43]=[CH:44][CH:45]=3)=[O:38])[CH2:31][CH2:30]2)=[CH:25][CH:24]=1.C(Cl)CCl.C(OCC)(=O)C. The catalyst is CN(C=O)C.O. The product is [NH:11]1[C:19]2[C:14](=[CH:15][CH:16]=[C:17]([C:20]([NH:46][C:41]3[C:40]([NH:39][C:37]([O:36][CH2:35][CH:32]4[CH2:31][CH2:30][N:29]([C:26]5[CH:25]=[CH:24][N:23]=[CH:28][CH:27]=5)[CH2:34][CH2:33]4)=[O:38])=[CH:45][CH:44]=[CH:43][CH:42]=3)=[O:22])[CH:18]=2)[CH:13]=[CH:12]1. The yield is 0.0800. (7) The reactants are Br[CH2:2][C:3]1[C:12]2[C:7](=[CH:8][CH:9]=[CH:10][CH:11]=2)[C:6]([CH:13]=[O:14])=[CH:5][CH:4]=1.[C:15]1(=[O:25])[NH:19][C:18](=[O:20])[C:17]2=[CH:21][CH:22]=[CH:23][CH:24]=[C:16]12.[K]. The catalyst is CN(C=O)C.O. The product is [O:20]=[C:18]1[C:17]2[C:16](=[CH:24][CH:23]=[CH:22][CH:21]=2)[C:15](=[O:25])[N:19]1[CH2:2][C:3]1[C:12]2[C:7](=[CH:8][CH:9]=[CH:10][CH:11]=2)[C:6]([CH:13]=[O:14])=[CH:5][CH:4]=1. The yield is 0.980. (8) The reactants are [C:1]1([CH3:15])[CH:6]=[CH:5][CH:4]=[C:3]([NH:7][C:8]2[CH:13]=[CH:12][C:11]([NH2:14])=[CH:10][CH:9]=2)[CH:2]=1.Cl[C:17]1[C:18]2[S:25][C:24]([C:26]3[CH:31]=[CH:30][CH:29]=[CH:28][CH:27]=3)=[CH:23][C:19]=2[N:20]=[CH:21][N:22]=1. No catalyst specified. The product is [C:26]1([C:24]2[S:25][C:18]3[C:17]([NH:14][C:11]4[CH:12]=[CH:13][C:8]([NH:7][C:3]5[CH:2]=[C:1]([CH3:15])[CH:6]=[CH:5][CH:4]=5)=[CH:9][CH:10]=4)=[N:22][CH:21]=[N:20][C:19]=3[CH:23]=2)[CH:27]=[CH:28][CH:29]=[CH:30][CH:31]=1. The yield is 0.210.